Dataset: Catalyst prediction with 721,799 reactions and 888 catalyst types from USPTO. Task: Predict which catalyst facilitates the given reaction. (1) Reactant: C1C(=O)N(Br)C(=[O:4])C1.[CH2:9]([O:11][C:12]([C:14]1([CH2:20][CH:21]2[CH2:23][CH2:22]2)SCCCS1)=[O:13])[CH3:10].CCCCCC.C(Cl)Cl. Product: [CH2:9]([O:11][C:12](=[O:13])[C:14](=[O:4])[CH2:20][CH:21]1[CH2:23][CH2:22]1)[CH3:10]. The catalyst class is: 47. (2) Reactant: Cl[C@@H:2]([C:22]1[C:23]([CH3:32])=[C:24]2[C:28](=[CH:29][CH:30]=1)[C:27](=[O:31])[O:26][CH2:25]2)[CH2:3][N:4]1[CH2:21][CH2:20][C:7]2([CH2:11][N:10]([C:12]3[CH:19]=[CH:18][C:15]([C:16]#[N:17])=[CH:14][N:13]=3)[CH2:9][CH2:8]2)[CH2:6][CH2:5]1.Cl.CN.[CH:36]([N:39](CC)C(C)C)(C)C. Product: [CH3:32][C:23]1[C:22]([C@@H:2]([NH:39][CH3:36])[CH2:3][N:4]2[CH2:21][CH2:20][C:7]3([CH2:11][N:10]([C:12]4[CH:19]=[CH:18][C:15]([C:16]#[N:17])=[CH:14][N:13]=4)[CH2:9][CH2:8]3)[CH2:6][CH2:5]2)=[CH:30][CH:29]=[C:28]2[C:24]=1[CH2:25][O:26][C:27]2=[O:31]. The catalyst class is: 2. (3) Reactant: [F:1][C:2]1[CH:3]=[C:4]([S:9]([NH2:12])(=[O:11])=[O:10])[CH:5]=[C:6]([F:8])[CH:7]=1.CO[CH:15](OC)[N:16]([CH3:18])[CH3:17]. Product: [F:8][C:6]1[CH:5]=[C:4]([S:9]([N:12]=[CH:15][N:16]([CH3:18])[CH3:17])(=[O:10])=[O:11])[CH:3]=[C:2]([F:1])[CH:7]=1. The catalyst class is: 23. (4) The catalyst class is: 193. Reactant: C[O:2][C:3](=[O:35])[CH2:4][CH2:5][NH:6][CH2:7][C:8]1[CH:13]=[C:12]([Cl:14])[CH:11]=[CH:10][C:9]=1[O:15][CH2:16][C:17]([N:19]1[CH2:24][C@H:23]([CH3:25])[N:22]([CH2:26][C:27]2[CH:32]=[CH:31][C:30]([F:33])=[CH:29][CH:28]=2)[CH2:21][C@H:20]1[CH3:34])=[O:18].O.[OH-].[Li+]. Product: [Cl:14][C:12]1[CH:11]=[CH:10][C:9]([O:15][CH2:16][C:17]([N:19]2[CH2:24][C@H:23]([CH3:25])[N:22]([CH2:26][C:27]3[CH:28]=[CH:29][C:30]([F:33])=[CH:31][CH:32]=3)[CH2:21][C@H:20]2[CH3:34])=[O:18])=[C:8]([CH:13]=1)[CH2:7][NH:6][CH2:5][CH2:4][C:3]([OH:35])=[O:2]. (5) Reactant: [C:1]([C:5]1[CH:10]=[CH:9][C:8]([C:11]([C:19]2[CH:24]=[CH:23][C:22]([Cl:25])=[C:21]([O:26][CH3:27])[N:20]=2)=[CH:12][C@@H:13]2[NH:17][C:16](=[O:18])[CH2:15][CH2:14]2)=[CH:7][CH:6]=1)([CH3:4])([CH3:3])[CH3:2].[H][H]. Product: [C:1]([C:5]1[CH:6]=[CH:7][C:8]([CH:11]([C:19]2[CH:24]=[CH:23][C:22]([Cl:25])=[C:21]([O:26][CH3:27])[N:20]=2)[CH2:12][C@@H:13]2[NH:17][C:16](=[O:18])[CH2:15][CH2:14]2)=[CH:9][CH:10]=1)([CH3:4])([CH3:2])[CH3:3]. The catalyst class is: 19. (6) Reactant: [NH:1]1[CH2:6][CH2:5][O:4][CH2:3][C@H:2]1[C:7]1[NH:8][C:9]([C:12]2[CH:17]=[CH:16][C:15]([C:18]3[CH:23]=[CH:22][C:21]([C:24]4[NH:28][C:27]([C@@H:29]5[CH2:41][N:39]6[C:40]7[CH:32]([C@@H:33]([NH:42][C:43](=[O:46])[O:44][CH3:45])[CH2:34][CH2:35][C:36]=7[CH:37]=[CH:38]6)[C:31](=[O:47])[CH2:30]5)=[N:26][CH:25]=4)=[CH:20][CH:19]=3)=[CH:14][CH:13]=2)=[CH:10][N:11]=1.[CH3:48][O:49][C:50]([NH:52][C@H:53]([C:57]1[CH:62]=[CH:61][CH:60]=[CH:59][CH:58]=1)[C:54](O)=[O:55])=[O:51].CCN(C(C)C)C(C)C.CN(C(ON1N=NC2C=CC=NC1=2)=[N+](C)C)C.F[P-](F)(F)(F)(F)F. Product: [CH3:45][O:44][C:43](=[O:46])[NH:42][C@@H:33]1[CH:32]2[C:31](=[O:47])[CH2:30][C@H:29]([C:27]3[NH:28][C:24]([C:21]4[CH:22]=[CH:23][C:18]([C:15]5[CH:14]=[CH:13][C:12]([C:9]6[NH:8][C:7]([C@@H:2]7[CH2:3][O:4][CH2:5][CH2:6][N:1]7[C:54](=[O:55])[C@H:53]([NH:52][C:50]([O:49][CH3:48])=[O:51])[C:57]7[CH:62]=[CH:61][CH:60]=[CH:59][CH:58]=7)=[N:11][CH:10]=6)=[CH:17][CH:16]=5)=[CH:19][CH:20]=4)=[CH:25][N:26]=3)[CH2:41][N:39]3[C:40]2=[C:36]([CH:37]=[CH:38]3)[CH2:35][CH2:34]1. The catalyst class is: 3.